The task is: Predict the reactants needed to synthesize the given product.. This data is from Full USPTO retrosynthesis dataset with 1.9M reactions from patents (1976-2016). Given the product [Cl:27][C:2]1[N:7]2[N:8]=[CH:9][N:10]=[C:6]2[N:5]=[C:4]([C:11]2[CH:16]=[CH:15][CH:14]=[CH:13][CH:12]=2)[C:3]=1[CH2:17][CH2:18][CH2:19][CH2:20][CH2:21][CH2:22][CH2:23][CH3:24], predict the reactants needed to synthesize it. The reactants are: O[C:2]1[N:7]2[N:8]=[CH:9][N:10]=[C:6]2[N:5]=[C:4]([C:11]2[CH:16]=[CH:15][CH:14]=[CH:13][CH:12]=2)[C:3]=1[CH2:17][CH2:18][CH2:19][CH2:20][CH2:21][CH2:22][CH2:23][CH3:24].P(Cl)(Cl)([Cl:27])=O.